This data is from NCI-60 drug combinations with 297,098 pairs across 59 cell lines. The task is: Regression. Given two drug SMILES strings and cell line genomic features, predict the synergy score measuring deviation from expected non-interaction effect. (1) Cell line: ACHN. Synergy scores: CSS=74.4, Synergy_ZIP=6.50, Synergy_Bliss=6.68, Synergy_Loewe=10.3, Synergy_HSA=12.8. Drug 2: COC1=CC(=CC(=C1O)OC)C2C3C(COC3=O)C(C4=CC5=C(C=C24)OCO5)OC6C(C(C7C(O6)COC(O7)C8=CC=CS8)O)O. Drug 1: CC(CN1CC(=O)NC(=O)C1)N2CC(=O)NC(=O)C2. (2) Drug 1: C1=CC(=CC=C1CCC2=CNC3=C2C(=O)NC(=N3)N)C(=O)NC(CCC(=O)O)C(=O)O. Drug 2: C1CN(P(=O)(OC1)NCCCl)CCCl. Cell line: MDA-MB-231. Synergy scores: CSS=10.9, Synergy_ZIP=-7.12, Synergy_Bliss=-3.21, Synergy_Loewe=-13.6, Synergy_HSA=-2.23. (3) Drug 1: CC1=C2C(C(=O)C3(C(CC4C(C3C(C(C2(C)C)(CC1OC(=O)C(C(C5=CC=CC=C5)NC(=O)OC(C)(C)C)O)O)OC(=O)C6=CC=CC=C6)(CO4)OC(=O)C)OC)C)OC. Drug 2: COC1=C(C=C2C(=C1)N=CN=C2NC3=CC(=C(C=C3)F)Cl)OCCCN4CCOCC4. Cell line: PC-3. Synergy scores: CSS=66.8, Synergy_ZIP=15.6, Synergy_Bliss=14.8, Synergy_Loewe=17.8, Synergy_HSA=19.7. (4) Drug 1: CN(C)N=NC1=C(NC=N1)C(=O)N. Drug 2: C1=C(C(=O)NC(=O)N1)N(CCCl)CCCl. Cell line: NCI-H226. Synergy scores: CSS=5.35, Synergy_ZIP=-4.43, Synergy_Bliss=-2.29, Synergy_Loewe=-11.4, Synergy_HSA=-4.36. (5) Drug 1: C1CCN(CC1)CCOC2=CC=C(C=C2)C(=O)C3=C(SC4=C3C=CC(=C4)O)C5=CC=C(C=C5)O. Drug 2: CC1C(C(CC(O1)OC2CC(CC3=C2C(=C4C(=C3O)C(=O)C5=CC=CC=C5C4=O)O)(C(=O)C)O)N)O. Cell line: MCF7. Synergy scores: CSS=49.5, Synergy_ZIP=9.19, Synergy_Bliss=11.4, Synergy_Loewe=10.1, Synergy_HSA=13.1.